This data is from Full USPTO retrosynthesis dataset with 1.9M reactions from patents (1976-2016). The task is: Predict the reactants needed to synthesize the given product. (1) The reactants are: [C:1]1([NH:7][NH2:8])[CH:6]=[CH:5][CH:4]=[CH:3][CH:2]=1.[NH:9]1[CH2:14][CH2:13][C:12](=O)[CH2:11][C:10]1=[O:16]. Given the product [C:1]1([NH:7][NH:8][C:12]2[CH2:13][CH2:14][NH:9][C:10](=[O:16])[CH:11]=2)[CH:6]=[CH:5][CH:4]=[CH:3][CH:2]=1, predict the reactants needed to synthesize it. (2) Given the product [Cl:1][C:2]1[CH:3]=[C:4]([C@H:9]([N:15]2[C:16](=[O:23])[C:17]3[C:22](=[CH:21][CH:20]=[CH:19][CH:18]=3)[C:14]2=[O:24])[CH2:10][O:11][CH3:12])[CH:5]=[CH:6][C:7]=1[Cl:8], predict the reactants needed to synthesize it. The reactants are: [Cl:1][C:2]1[CH:3]=[C:4]([C@@H:9](O)[CH2:10][O:11][CH3:12])[CH:5]=[CH:6][C:7]=1[Cl:8].[C:14]1(=[O:24])[C:22]2[C:17](=[CH:18][CH:19]=[CH:20][CH:21]=2)[C:16](=[O:23])[NH:15]1.C1C=CC(P(C2C=CC=CC=2)C2C=CC=CC=2)=CC=1.CCOC(/N=N/C(OCC)=O)=O.